Predict the reactants needed to synthesize the given product. From a dataset of Full USPTO retrosynthesis dataset with 1.9M reactions from patents (1976-2016). (1) Given the product [Br:14][CH2:15][CH2:16][CH2:17][O:1][C:2]1[CH:11]=[CH:10][C:5]([C:6]([O:8][CH3:9])=[O:7])=[CH:4][C:3]=1[O:12][CH3:13], predict the reactants needed to synthesize it. The reactants are: [OH:1][C:2]1[CH:11]=[CH:10][C:5]([C:6]([O:8][CH3:9])=[O:7])=[CH:4][C:3]=1[O:12][CH3:13].[Br:14][CH2:15][CH2:16][CH2:17]Br.C(=O)([O-])[O-].[K+].[K+]. (2) Given the product [N:1]1[C:2]2[N:3]([CH:18]=[CH:19][C:7]=2[C:8]([O:10][CH3:11])=[O:9])[CH:4]=[CH:5][CH:6]=1, predict the reactants needed to synthesize it. The reactants are: [N:1]1[CH:6]=[CH:5][CH:4]=[N:3][C:2]=1[CH2:7][C:8]([O:10][CH3:11])=[O:9].C([O-])(O)=O.[Na+].Cl[CH2:18][CH:19]=O.[Br-].[Li+]. (3) Given the product [C:20]([O:8][CH2:7][CH2:6][CH2:5][CH2:4][CH2:3][CH:2]([CH3:1])[CH:9]=[C:10]([CH3:11])[CH3:12])(=[O:22])[CH3:21], predict the reactants needed to synthesize it. The reactants are: [CH3:1][CH:2]([CH:9]=[C:10]([CH3:12])[CH3:11])[CH2:3][CH2:4][CH2:5][CH2:6][CH2:7][OH:8].C(N(CC)CC)C.[C:20](Cl)(=[O:22])[CH3:21].Cl. (4) Given the product [Cl:10][C:8]1[N:7]=[C:6]([N:11]2[CH2:12][CH2:13][CH:14]([NH:17][C:18](=[O:24])[O:19][C:20]([CH3:21])([CH3:22])[CH3:23])[CH2:15][CH2:16]2)[CH:5]=[C:4]([C:3]2[N:2]=[CH:27][O:26][N:25]=2)[CH:9]=1, predict the reactants needed to synthesize it. The reactants are: [B].[NH2:2][C:3](=[N:25][OH:26])[C:4]1[CH:9]=[C:8]([Cl:10])[N:7]=[C:6]([N:11]2[CH2:16][CH2:15][CH:14]([NH:17][C:18](=[O:24])[O:19][C:20]([CH3:23])([CH3:22])[CH3:21])[CH2:13][CH2:12]2)[CH:5]=1.[CH2:27](OC(OCC)(OCC)C)C.